Predict the reactants needed to synthesize the given product. From a dataset of Full USPTO retrosynthesis dataset with 1.9M reactions from patents (1976-2016). Given the product [CH:1]([N:4]1[CH2:9][CH2:8][CH:7]([O:10][C:11]2[CH:16]=[CH:15][C:14]([C:17]3([CH2:23][N:24]([CH2:32][CH3:33])[C:25](=[O:36])[CH3:26])[CH2:18][CH2:19][O:20][CH2:21][CH2:22]3)=[CH:13][CH:12]=2)[CH2:6][CH2:5]1)([CH3:3])[CH3:2], predict the reactants needed to synthesize it. The reactants are: [CH:1]([N:4]1[CH2:9][CH2:8][CH:7]([O:10][C:11]2[CH:16]=[CH:15][C:14]([C:17]3([CH2:23][NH:24][CH2:25][CH3:26])[CH2:22][CH2:21][O:20][CH2:19][CH2:18]3)=[CH:13][CH:12]=2)[CH2:6][CH2:5]1)([CH3:3])[CH3:2].C(N([CH2:32][CH3:33])CC)C.C(OC(=O)C)(=[O:36])C.O.